This data is from Reaction yield outcomes from USPTO patents with 853,638 reactions. The task is: Predict the reaction yield, written as a fraction of the theoretical maximum amount of product (1.0 means a 100% yield; for example, 0.34 means a 34% yield). The yield is 0.730. The product is [I:16][C:2]1[CH:7]=[CH:6][C:5]([O:8][CH:9]([CH3:11])[CH3:10])=[CH:4][C:3]=1[C:12]([F:15])([F:14])[F:13]. The reactants are Br[C:2]1[CH:7]=[CH:6][C:5]([O:8][CH:9]([CH3:11])[CH3:10])=[CH:4][C:3]=1[C:12]([F:15])([F:14])[F:13].[I-:16].[Na+].CN[C@@H]1CCCC[C@H]1NC. The catalyst is O1CCOCC1.[Cu](I)I.